This data is from Full USPTO retrosynthesis dataset with 1.9M reactions from patents (1976-2016). The task is: Predict the reactants needed to synthesize the given product. The reactants are: [Cl:1][C:2]1[N:7]=[C:6]2[O:8][C:9]3[C:14]([C@H:15]([C:16]([CH3:21])([CH3:20])[C:17](O)=[O:18])[C:5]2=[CH:4][CH:3]=1)=[CH:13][CH:12]=[CH:11][C:10]=3[F:22].N1C=CC=CC=1.[F:29]C1N=C(F)N=C(F)N=1. Given the product [Cl:1][C:2]1[N:7]=[C:6]2[O:8][C:9]3[C:14]([C@H:15]([C:16]([CH3:21])([CH3:20])[C:17]([F:29])=[O:18])[C:5]2=[CH:4][CH:3]=1)=[CH:13][CH:12]=[CH:11][C:10]=3[F:22], predict the reactants needed to synthesize it.